Token-level Classification. Given an antigen amino acid sequence, predict which amino acid positions are active epitope sites capable of antibody binding. Output is a list of indices for active positions. From a dataset of B-cell epitopes from PDB crystal structures with 447 antigens. (1) Given the antigen sequence: IRDFNNLTKGLCTINSWHIYGKDNAVRIGEDSDVLVTREPYVSCDPDECRFYALSQGTTIRGKHSNGTIHDRSQYRALISWPLSSPPTVYNSRVECIGWSSTSCHDGKTRMSICISGPNNNASAVIWYNRRPVTEINTWARNILRTQESECVCHNGVCPVVFTDGSATGPAETRIYYFKEGKILKWEPLAGTAKHIEECSCYGERAEITCTCRDNWQGSNRPVIRIDPVAMTHTSQYICSPVLTDNPRPNDPTVGKCNDPYPGNNNNGVKGFSYLDGVNTWLGRTISIASRSGYEMLKVPNALTDDKSKPTQGQTIVLNTDWSGYSGSFMDYWAEGECYRACFYVELIRGRPKEDKVWWTSNSIVSMCSSTEFLGQWDWPDGAKIEYFL, which amino acid positions are active epitope sites? The epitope positions are: [246, 247, 248, 249, 262, 263, 264, 266, 285, 286, 287, 288, 289, 291, 317, 318, 319, 320, 321, 351... (21 total positions)]. The amino acids at these positions are: PRPNGNNNISIASSLNTDWPK. (2) Given the antigen sequence: SHMQIFVKTLTGKTITLEVEPSDTIENVKAKIQDKEGIPPDQQRLIFAGKQLEDGRTLSDYNIQKESTLHLVLRL, which amino acid positions are active epitope sites? The epitope positions are: [0, 7, 8, 10, 11, 19, 20, 21, 30, 31, 32, 33, 34, 35, 36, 37, 38, 39, 41, 42... (34 total positions)]. The amino acids at these positions are: SKTTGEPSKIQDKEGIPPQQLTLSDNIQHL....